This data is from Reaction yield outcomes from USPTO patents with 853,638 reactions. The task is: Predict the reaction yield, written as a fraction of the theoretical maximum amount of product (1.0 means a 100% yield; for example, 0.34 means a 34% yield). (1) The product is [NH2:15][CH:5]([CH2:6][C:7]1[CH:12]=[CH:11][C:10]([Cl:13])=[CH:9][C:8]=1[CH3:14])[C:4]([OH:29])=[O:3]. The catalyst is Cl. The yield is 0.720. The reactants are C([O:3][C:4](=[O:29])[CH:5]([N:15]=C(C1C=CC=CC=1)C1C=CC=CC=1)[CH2:6][C:7]1[CH:12]=[CH:11][C:10]([Cl:13])=[CH:9][C:8]=1[CH3:14])C. (2) The reactants are COC1C=CC(C[O:8][C:9]2[CH:14]=[CH:13][C:12]([C:15](=[O:35])[CH2:16][NH:17][C:18]([C@@:20]3([CH3:34])[CH2:24][O:23][C:22]([CH3:26])([CH3:25])[N:21]3[C:27]([O:29][C:30]([CH3:33])([CH3:32])[CH3:31])=[O:28])=[O:19])=[CH:11][C:10]=2[C:36]([F:39])([F:38])[F:37])=CC=1. The catalyst is CO.[Pd]. The product is [OH:8][C:9]1[CH:14]=[CH:13][C:12]([C:15](=[O:35])[CH2:16][NH:17][C:18]([C@@:20]2([CH3:34])[CH2:24][O:23][C:22]([CH3:26])([CH3:25])[N:21]2[C:27]([O:29][C:30]([CH3:31])([CH3:32])[CH3:33])=[O:28])=[O:19])=[CH:11][C:10]=1[C:36]([F:38])([F:39])[F:37]. The yield is 1.00. (3) The reactants are [CH2:1]([C@H:8]1[CH2:12][O:11][C:10](=[O:13])[NH:9]1)[C:2]1[CH:7]=[CH:6][CH:5]=[CH:4][CH:3]=1.C([Li])CCC.[C:19]1([CH2:25][CH2:26][CH2:27][CH2:28][C:29](Cl)=[O:30])[CH:24]=[CH:23][CH:22]=[CH:21][CH:20]=1.OS([O-])(=O)=O.[K+]. The catalyst is C1COCC1. The product is [CH2:1]([C@H:8]1[CH2:12][O:11][C:10](=[O:13])[N:9]1[C:29](=[O:30])[CH2:28][CH2:27][CH2:26][CH2:25][C:19]1[CH:24]=[CH:23][CH:22]=[CH:21][CH:20]=1)[C:2]1[CH:3]=[CH:4][CH:5]=[CH:6][CH:7]=1. The yield is 0.820. (4) The reactants are Cl[Si](Cl)(Cl)Cl.[N-:6]=[N+:7]=[N-:8].[Na+].[CH3:10][O:11][C:12]([C:14]1[CH:15]=[C:16]([C:24]2[CH:29]=[CH:28][C:27]([CH3:30])=[CH:26][CH:25]=2)[CH:17]=[C:18]([NH:20][C:21](=O)[CH3:22])[CH:19]=1)=[O:13]. The catalyst is C(#N)C. The product is [CH3:10][O:11][C:12]([C:14]1[CH:15]=[C:16]([C:24]2[CH:29]=[CH:28][C:27]([CH3:30])=[CH:26][CH:25]=2)[CH:17]=[C:18]([N:20]2[C:21]([CH3:22])=[N:8][N:7]=[N:6]2)[CH:19]=1)=[O:13]. The yield is 0.850. (5) The reactants are [CH3:1][C:2]([C:6]1[CH:7]=[C:8]([C:16]2[N:21]=[CH:20][C:19]([CH:22]=[C:23]3[S:27][C:26](=[O:28])[NH:25][C:24]3=[O:29])=[CH:18][CH:17]=2)[CH:9]=[C:10]([N+:13]([O-])=O)[C:11]=1[OH:12])([CH3:5])[CH2:3][CH3:4].[PH2]([O-])=O.[Na+].O1CCC[CH2:35]1.C(O)C. The catalyst is [Pd]. The product is [CH3:1][C:2]([C:6]1[C:11]2[O:12][CH:35]=[N:13][C:10]=2[CH:9]=[C:8]([C:16]2[N:21]=[CH:20][C:19]([CH:22]=[C:23]3[S:27][C:26](=[O:28])[NH:25][C:24]3=[O:29])=[CH:18][CH:17]=2)[CH:7]=1)([CH3:5])[CH2:3][CH3:4]. The yield is 0.270.